The task is: Predict the reactants needed to synthesize the given product.. This data is from Full USPTO retrosynthesis dataset with 1.9M reactions from patents (1976-2016). (1) Given the product [C:1]([C:3]1[CH:4]=[C:5]([C:13]2[O:14][N:17]=[C:18]([C:19]3[C:20]([CH3:36])=[C:21]4[C:26](=[CH:27][CH:28]=3)[CH2:25][N:24]([C:29]([O:31][C:32]([CH3:34])([CH3:33])[CH3:35])=[O:30])[CH2:23][CH2:22]4)[N:37]=2)[CH:6]=[N:7][C:8]=1[O:9][CH:10]([CH3:12])[CH3:11])#[N:2], predict the reactants needed to synthesize it. The reactants are: [C:1]([C:3]1[CH:4]=[C:5]([C:13](Cl)=[O:14])[CH:6]=[N:7][C:8]=1[O:9][CH:10]([CH3:12])[CH3:11])#[N:2].O[NH:17][C:18](=[NH:37])[C:19]1[C:20]([CH3:36])=[C:21]2[C:26](=[CH:27][CH:28]=1)[CH2:25][N:24]([C:29]([O:31][C:32]([CH3:35])([CH3:34])[CH3:33])=[O:30])[CH2:23][CH2:22]2. (2) The reactants are: [CH3:1][C:2]([CH3:22])([CH3:21])[C:3]([NH:5][C:6]1[CH:15]=[C:14]([F:16])[CH:13]=[C:12]([O:17][CH2:18][C:19]#[CH:20])[C:7]=1[C:8]([O:10][CH3:11])=[O:9])=[O:4]. Given the product [CH3:1][C:2]([CH3:22])([CH3:21])[C:3]([NH:5][C:6]1[C:7]([C:8]([O:10][CH3:11])=[O:9])=[C:12]2[C:13]([CH:20]=[CH:19][CH2:18][O:17]2)=[C:14]([F:16])[CH:15]=1)=[O:4], predict the reactants needed to synthesize it.